From a dataset of Forward reaction prediction with 1.9M reactions from USPTO patents (1976-2016). Predict the product of the given reaction. (1) Given the reactants [CH3:1][O:2][C:3]1[CH:8]=[CH:7][CH:6]=[C:5]([NH2:9])[CH:4]=1.[CH:10]([C:12]1[N:13]=[CH:14][NH:15][CH:16]=1)=O.[BH4-].[Na+], predict the reaction product. The product is: [N:15]1[CH:16]=[C:12]([CH2:10][NH:9][C:5]2[CH:6]=[CH:7][CH:8]=[C:3]([O:2][CH3:1])[CH:4]=2)[NH:13][CH:14]=1. (2) Given the reactants [N+:1]([C:4]1[CH:9]=[CH:8][C:7](B(O)O)=[CH:6][CH:5]=1)([O-:3])=[O:2].C(=O)([O-])O.[Na+].C(O)C.[C:21]([NH:29][C:30]1[CH:42]=[C:41](Br)[CH:40]=[CH:39][C:31]=1[C:32]([O:34][C:35]([CH3:38])([CH3:37])[CH3:36])=[O:33])(=[O:28])[C:22]1[CH:27]=[CH:26][CH:25]=[CH:24][CH:23]=1, predict the reaction product. The product is: [C:21]([NH:29][C:30]1[CH:42]=[C:41]([C:7]2[CH:8]=[CH:9][C:4]([N+:1]([O-:3])=[O:2])=[CH:5][CH:6]=2)[CH:40]=[CH:39][C:31]=1[C:32]([O:34][C:35]([CH3:37])([CH3:38])[CH3:36])=[O:33])(=[O:28])[C:22]1[CH:23]=[CH:24][CH:25]=[CH:26][CH:27]=1. (3) Given the reactants [Br:1][C:2]1[CH:7]=[CH:6][C:5](/[CH:8]=[CH:9]/[C:10](OCC)=[O:11])=[CH:4][CH:3]=1.CC(C[AlH]CC(C)C)C, predict the reaction product. The product is: [Br:1][C:2]1[CH:3]=[CH:4][C:5](/[CH:8]=[CH:9]/[CH2:10][OH:11])=[CH:6][CH:7]=1. (4) Given the reactants [O:1]=[C:2]([C:9]1[CH:10]=[N:11][CH:12]=[CH:13][CH:14]=1)[CH2:3][C:4]([O:6]CC)=O.[O:15]([C:22]1[CH:27]=[CH:26][CH:25]=[CH:24][CH:23]=1)C1C=CC=CC=1, predict the reaction product. The product is: [OH:15][C:22]1[C:23]([CH2:3][CH:2]=[C:9]([CH3:10])[CH3:14])=[C:24]2[C:25]([C:4](=[O:6])[CH:3]=[C:2]([C:9]3[CH:10]=[N:11][CH:12]=[CH:13][CH:14]=3)[O:1]2)=[CH:26][CH:27]=1. (5) Given the reactants [CH2:1]([C@H:8]([NH:31][C:32](=[O:38])OC(C)(C)C)[C@@H:9]([OH:30])[CH:10]([NH:18][S:19]([C:22]1[CH:27]=[CH:26][C:25]([O:28][CH3:29])=[CH:24][CH:23]=1)(=[O:21])=[O:20])[O:11][CH:12]1[CH2:17][CH2:16][CH2:15][CH2:14][CH2:13]1)[C:2]1[CH:7]=[CH:6][CH:5]=[CH:4][CH:3]=1.Cl.[NH2:40][C:41](=[O:60])[CH2:42][C@H:43]([NH:47][C:48]([C:50]1[CH:59]=[CH:58][C:57]2[C:52](=[CH:53][CH:54]=[CH:55][CH:56]=2)[N:51]=1)=[O:49])C(O)=O.O.ON1C2C=CC=CC=2N=N1.Cl.CN(C)CCCN=C=NCC.C(N(C(C)C)CC)(C)C, predict the reaction product. The product is: [CH2:1]([C@H:8]([NH:31][C:32](=[O:38])[C@@H:43]([NH:47][C:48]([C:50]1[CH:59]=[CH:58][C:57]2[C:52](=[CH:53][CH:54]=[CH:55][CH:56]=2)[N:51]=1)=[O:49])[CH2:42][C:41]([NH2:40])=[O:60])[C@@H:9]([OH:30])[CH:10]([NH:18][S:19]([C:22]1[CH:27]=[CH:26][C:25]([O:28][CH3:29])=[CH:24][CH:23]=1)(=[O:21])=[O:20])[O:11][CH:12]1[CH2:13][CH2:14][CH2:15][CH2:16][CH2:17]1)[C:2]1[CH:3]=[CH:4][CH:5]=[CH:6][CH:7]=1.